From a dataset of Forward reaction prediction with 1.9M reactions from USPTO patents (1976-2016). Predict the product of the given reaction. (1) Given the reactants [Cl:1][C:2]1[CH:3]=[C:4]([CH:9]2[CH2:13][NH:12][CH2:11][CH:10]2[N:14]([CH3:25])[C:15](=[O:24])[CH2:16][C:17]2[CH:22]=[CH:21][C:20]([F:23])=[CH:19][CH:18]=2)[CH:5]=[CH:6][C:7]=1[Cl:8].[N:26]1([C:32]2[N:37]=[N:36][C:35]([C:38](O)=[O:39])=[CH:34][CH:33]=2)[CH2:31][CH2:30][O:29][CH2:28][CH2:27]1, predict the reaction product. The product is: [Cl:1][C:2]1[CH:3]=[C:4]([CH:9]2[CH2:13][N:12]([C:38]([C:35]3[N:36]=[N:37][C:32]([N:26]4[CH2:31][CH2:30][O:29][CH2:28][CH2:27]4)=[CH:33][CH:34]=3)=[O:39])[CH2:11][CH:10]2[N:14]([CH3:25])[C:15](=[O:24])[CH2:16][C:17]2[CH:18]=[CH:19][C:20]([F:23])=[CH:21][CH:22]=2)[CH:5]=[CH:6][C:7]=1[Cl:8]. (2) Given the reactants [O:1]=[C:2]1[CH2:7][CH2:6][NH:5][CH2:4][CH:3]1[C:8]([O:10][CH3:11])=[O:9].[OH-].[Na+].[C:14]([O:18][C:19](O[C:19]([O:18][C:14]([CH3:17])([CH3:16])[CH3:15])=[O:20])=[O:20])([CH3:17])([CH3:16])[CH3:15], predict the reaction product. The product is: [C:14]([O:18][C:19]([N:5]1[CH2:6][CH2:7][C:2](=[O:1])[CH:3]([C:8]([O:10][CH3:11])=[O:9])[CH2:4]1)=[O:20])([CH3:17])([CH3:16])[CH3:15]. (3) Given the reactants CN(C)C=[CH:4][C:5]1[CH:10]=[CH:9][N:8]=[C:7]([CH3:11])[CH:6]=1.I([O-])(=O)(=O)=[O:14].[Na+], predict the reaction product. The product is: [CH3:11][C:7]1[CH:6]=[C:5]([CH:10]=[CH:9][N:8]=1)[CH:4]=[O:14]. (4) Given the reactants [F:1][C:2]([F:39])([F:38])[C:3]1[CH:4]=[C:5]([C:28]2[CH2:33][CH2:32][CH:31]([C:34]([F:37])([F:36])[F:35])[CH2:30][CH:29]=2)[C:6]2[N:10]=[C:9]([N:11]3[CH2:16][CH2:15][N:14]([C:17]4[C:22]([C:23]([F:26])([F:25])[F:24])=[CH:21][CH:20]=[CH:19][N:18]=4)[CH2:13][CH2:12]3)[NH:8][C:7]=2[CH:27]=1.[H][H], predict the reaction product. The product is: [F:39][C:2]([F:1])([F:38])[C:3]1[CH:4]=[C:5]([CH:28]2[CH2:29][CH2:30][CH:31]([C:34]([F:35])([F:36])[F:37])[CH2:32][CH2:33]2)[C:6]2[N:10]=[C:9]([N:11]3[CH2:16][CH2:15][N:14]([C:17]4[C:22]([C:23]([F:24])([F:25])[F:26])=[CH:21][CH:20]=[CH:19][N:18]=4)[CH2:13][CH2:12]3)[NH:8][C:7]=2[CH:27]=1. (5) Given the reactants [C:1]([O:5][C:6](=[O:31])[CH2:7][CH2:8][C:9]1[CH:14]=[CH:13][C:12]([O:15][CH2:16][CH2:17][C:18]2[N:19]=[C:20]([C:23]3[CH:28]=[CH:27][CH:26]=[CH:25][CH:24]=3)[O:21][CH:22]=2)=[CH:11][C:10]=1[CH2:29][OH:30])([CH3:4])([CH3:3])[CH3:2].[CH:32]1([N:37]=[C:38]=[O:39])[CH2:36][CH2:35][CH2:34][CH2:33]1.Cl.CCOCC, predict the reaction product. The product is: [C:1]([O:5][C:6](=[O:31])[CH2:7][CH2:8][C:9]1[CH:14]=[CH:13][C:12]([O:15][CH2:16][CH2:17][C:18]2[N:19]=[C:20]([C:23]3[CH:24]=[CH:25][CH:26]=[CH:27][CH:28]=3)[O:21][CH:22]=2)=[CH:11][C:10]=1[CH2:29][O:30][C:38](=[O:39])[NH:37][CH:32]1[CH2:36][CH2:35][CH2:34][CH2:33]1)([CH3:4])([CH3:2])[CH3:3]. (6) Given the reactants [H-].[H-].[H-].[H-].[Li+].[Al+3].O=[C:8]1[CH:17]([NH:18][S:19]([C:22]2[CH:27]=[CH:26][CH:25]=[CH:24][CH:23]=2)(=[O:21])=[O:20])[CH2:16][C:15]2[C:10](=[CH:11][CH:12]=[CH:13][CH:14]=2)[NH:9]1, predict the reaction product. The product is: [NH:9]1[C:10]2[C:15](=[CH:14][CH:13]=[CH:12][CH:11]=2)[CH2:16][CH:17]([NH:18][S:19]([C:22]2[CH:23]=[CH:24][CH:25]=[CH:26][CH:27]=2)(=[O:20])=[O:21])[CH2:8]1. (7) Given the reactants [CH:1]([O:4][C:5]([N:7]1[CH2:12][CH2:11][CH:10]([O:13][CH2:14][C:15]2[CH:20]=[CH:19][C:18](B3OC(C)(C)C(C)(C)O3)=[CH:17][CH:16]=2)[CH2:9][CH2:8]1)=[O:6])([CH3:3])[CH3:2].[C:30]([O:34][C:35]([NH:37][C@H:38]([C:55](=[O:61])[N:56]1[CH2:60][CH2:59][CH2:58][CH2:57]1)[CH2:39][C:40]1[CH:45]=[CH:44][C:43](OS(C(F)(F)F)(=O)=O)=[CH:42][C:41]=1[F:54])=[O:36])([CH3:33])([CH3:32])[CH3:31], predict the reaction product. The product is: [CH:1]([O:4][C:5]([N:7]1[CH2:8][CH2:9][CH:10]([O:13][CH2:14][C:15]2[CH:16]=[CH:17][C:18]([C:43]3[CH:44]=[CH:45][C:40]([CH2:39][C@H:38]([NH:37][C:35]([O:34][C:30]([CH3:32])([CH3:31])[CH3:33])=[O:36])[C:55](=[O:61])[N:56]4[CH2:60][CH2:59][CH2:58][CH2:57]4)=[C:41]([F:54])[CH:42]=3)=[CH:19][CH:20]=2)[CH2:11][CH2:12]1)=[O:6])([CH3:2])[CH3:3]. (8) Given the reactants [Cl:1][C:2]1[C:16]([Cl:17])=[C:15]([CH2:18][CH2:19][CH:20]([OH:36])[C:21]2[S:22][C:23]([C:26]3[CH:31]=[CH:30][CH:29]=[C:28]([C:32]([F:35])([F:34])[F:33])[CH:27]=3)=[CH:24][CH:25]=2)[CH:14]=[CH:13][C:3]=1[O:4][C:5]([CH3:12])([CH3:11])[C:6]([O:8][CH2:9][CH3:10])=[O:7].[H-].[Na+].I[CH3:40], predict the reaction product. The product is: [Cl:1][C:2]1[C:16]([Cl:17])=[C:15]([CH2:18][CH2:19][CH:20]([O:36][CH3:40])[C:21]2[S:22][C:23]([C:26]3[CH:31]=[CH:30][CH:29]=[C:28]([C:32]([F:33])([F:34])[F:35])[CH:27]=3)=[CH:24][CH:25]=2)[CH:14]=[CH:13][C:3]=1[O:4][C:5]([CH3:11])([CH3:12])[C:6]([O:8][CH2:9][CH3:10])=[O:7].